From a dataset of Experimentally validated miRNA-target interactions with 360,000+ pairs, plus equal number of negative samples. Binary Classification. Given a miRNA mature sequence and a target amino acid sequence, predict their likelihood of interaction. (1) The miRNA is hsa-miR-208b-3p with sequence AUAAGACGAACAAAAGGUUUGU. The protein sequence of the target gene is MGCCGCSEGCGSGCGGCGSGCGGCGSGCGGCGSSCCVPVCCCKPVCCCVPACSCSSCGSCGGSKGGCGSCGGSKGGCGSCGGSKGGCGSCGCSQCSCYKPCCCSSGCGSSCCQSSCCKPCCCQSSCCKPCCCSSGCGSSCCQSSCCNPCCSQSSCCVPVCCQCKI. Result: 0 (no interaction). (2) The miRNA is hsa-miR-3689a-3p with sequence CUGGGAGGUGUGAUAUCGUGGU. The protein sequence of the target gene is MKPHFRNTVERMYRDTFSYNFYNRPILSRRNTVWLCYEVKTKGPSRPRLDAKIFRGQVYSQPEHHAEMCFLSWFCGNQLPAYKCFQITWFVSWTPCPDCVAKLAEFLAEHPNVTLTISAARLYYYWERDYRRALCRLSQAGARVKIMDDEEFAYCWENFVYSEGQPFMPWYKFDDNYAFLHRTLKEILRNPMEAMYPHIFYFHFKNLRKAYGRNESWLCFTMEVVKHHSPVSWKRGVFRNQVDPETHCHAERCFLSWFCDDILSPNTNYEVTWYTSWSPCPECAGEVAEFLARHSNVNLT.... Result: 1 (interaction). (3) The miRNA is hsa-miR-29c-3p with sequence UAGCACCAUUUGAAAUCGGUUA. The protein sequence of the target gene is MAASTSMVPVAVTAAVAPVLSINSDFSDLREIKKQLLLIAGLTRERGLLHSSKWSAELAFSLPALPLAELQPPPPITEEDAQDMDAYTLAKAYFDVKEYDRAAHFLHGCNSKKAYFLYMYSRYLSGEKKKDDETVDSLGPLEKGQVKNEALRELRVELSKKHQARELDGFGLYLYGVVLRKLDLVKEAIDVFVEATHVLPLHWGAWLELCNLITDKEMLKFLSLPDTWMKEFFLAHIYTELQLIEEALQKYQNLIDVGFSKSSYIVSQIAVAYHNIRDIDKALSIFNELRKQDPYRIENM.... Result: 1 (interaction). (4) The miRNA is hsa-miR-6796-3p with sequence GAAGCUCUCCCCUCCCCGCAG. The protein sequence of the target gene is MLQIQVEEKEEDTEESSSEEEEDKLPRRESLRPKRKRTRDVINEDDPEPEPEDEETRKAREKERRRRLRRGAEEEEEIDEEELERLKALLDENRQMIATVKCKPWKMEKKIEVLKEAKKFVSENEGALGKGKGKKWFAFKMMMAKKWAKFLRDFENFKAACVPWENKIKAIESQFGSSVASYFLFLRWMYGVNMVLFVLTFSLIMLPEYLWGLPYGSLPRKTVPRAEEASAANFGVLYDFNGLAQYSVLFYGYYDNKRTIGWLNFRLPLSYFLVGIMCIGYSFLVVLKAMTKNIGDDGGG.... Result: 0 (no interaction). (5) The miRNA is hsa-miR-3149 with sequence UUUGUAUGGAUAUGUGUGUGUAU. The protein sequence of the target gene is MVLTIPTIASVAPVNCELSLDSGRCIKYVATRNSNPKNHVAEELPIMRKNSHQDHHDDWEGVNTICHTIDNIVNVEMETDFFDGKSVLEIGFVTGLPSVYAFENGAEEIAMHTMDKTSLELYCRPTLKRNNIPMIKTKVSCGTIEEAMKFLGGKKFDIILAPDLLNRQEAEFDLVHEILHQGLSYDGICLFSCRTHYANVDGSLTAFLQLVKRRREFEAIERWSSPRTDIIQQKVFQLTRSLF. Result: 0 (no interaction). (6) The miRNA is mmu-miR-425-5p with sequence AAUGACACGAUCACUCCCGUUGA. The protein sequence of the target gene is MGNQDGKLKRSAGDASHEGGGAEDAAGPRDAEITKKASGSKKALGKHGKGGGGSGETSKKKSKSDSRASVFSNLRIRKNLTKGKGACDSREDVLDSQALPIGELDSAHSIVTKTPDLSLSAEETGLSDTECADPFEVIHPGASRPAEAGVGIQATAEDLETAAGAQDGQRTSSGSDTDIYSFHSATEQEDLLSDIQQAIRLQQQQQQKLLLQDSEEPAAPPTAISPQPGAFLGLDQFLLGPRSEAEKDTVQALPVRPDLPETTKSLVPEHPPSSGSHLTSETPGYATAPSAVTDSLSSPA.... Result: 1 (interaction).